This data is from Catalyst prediction with 721,799 reactions and 888 catalyst types from USPTO. The task is: Predict which catalyst facilitates the given reaction. (1) The catalyst class is: 8. Product: [CH3:20][C@H:19]([NH:18][C@H:9]([C:7]([OH:8])=[O:6])[CH2:10][CH2:11][C:12]1[CH:13]=[CH:14][CH:15]=[CH:16][CH:17]=1)[C:21]([N:23]1[C@H:31]([C:32]([OH:34])=[O:33])[CH2:30][C@@H:29]2[C@@H:24]1[CH2:25][CH2:26][CH2:27][CH2:28]2)=[O:22]. Reactant: [OH-].[Na+].O.CC[O:6][C:7]([C@@H:9]([NH:18][C@H:19]([C:21]([N:23]1[C@H:31]([C:32]([OH:34])=[O:33])[CH2:30][C@@H:29]2[C@@H:24]1[CH2:25][CH2:26][CH2:27][CH2:28]2)=[O:22])[CH3:20])[CH2:10][CH2:11][C:12]1[CH:13]=[CH:14][CH:15]=[CH:16][CH:17]=1)=[O:8].Cl. (2) Reactant: [CH3:1][CH:2]([CH3:17])[CH2:3][C@H:4]([NH:12][S:13]([CH3:16])(=[O:15])=[O:14])[C:5]([O:7]C(C)(C)C)=[O:6]. Product: [CH3:1][CH:2]([CH3:17])[CH2:3][C@H:4]([NH:12][S:13]([CH3:16])(=[O:15])=[O:14])[C:5]([OH:7])=[O:6]. The catalyst class is: 89. (3) Reactant: [OH:1][N:2]([CH3:15])[C:3]([N:5]1[CH2:10][CH2:9][CH:8]([C:11]([O:13]C)=[O:12])[CH2:7][CH2:6]1)=[O:4].O.[OH-].[Li+]. Product: [OH:1][N:2]([CH3:15])[C:3]([N:5]1[CH2:10][CH2:9][CH:8]([C:11]([OH:13])=[O:12])[CH2:7][CH2:6]1)=[O:4]. The catalyst class is: 30. (4) The catalyst class is: 1. Product: [F:2][C:3]1[CH:4]=[CH:5][C:6]([CH:9]=[C:41]2[CH2:42][CH2:43][C:38]3([O:45][CH2:35][CH2:36][O:37]3)[CH2:39][CH2:40]2)=[CH:7][CH:8]=1. Reactant: [Cl-].[F:2][C:3]1[CH:8]=[CH:7][C:6]([CH2:9][P+](C2C=CC=CC=2)(C2C=CC=CC=2)C2C=CC=CC=2)=[CH:5][CH:4]=1.CC(C)([O-])C.[K+].[CH2:35]1[O:45][C:38]2([CH2:43][CH2:42][C:41](=O)[CH2:40][CH2:39]2)[O:37][CH2:36]1.